Dataset: Reaction yield outcomes from USPTO patents with 853,638 reactions. Task: Predict the reaction yield, written as a fraction of the theoretical maximum amount of product (1.0 means a 100% yield; for example, 0.34 means a 34% yield). (1) The reactants are [CH3:1][NH:2][C:3](=[O:12])[C:4]1[CH:9]=[CH:8][C:7]([NH2:10])=[CH:6][C:5]=1[F:11].[C:13]1(=O)[CH2:17][CH2:16][CH2:15][CH2:14]1.[Si]([C:23]#[N:24])(C)(C)C. The catalyst is C(OCC)(=O)C. The product is [CH3:1][NH:2][C:3](=[O:12])[C:4]1[CH:9]=[CH:8][C:7]([NH:10][C:13]2([C:23]#[N:24])[CH2:17][CH2:16][CH2:15][CH2:14]2)=[CH:6][C:5]=1[F:11]. The yield is 0.630. (2) The reactants are CS(O[CH2:6][CH2:7][NH:8][C:9]1[C:13]([C:14]2[N:18]([CH2:19][C:20]3[O:21][CH:22]=[C:23]([Br:25])[CH:24]=3)[C:17](=[O:26])[O:16][N:15]=2)=[N:12][O:11][N:10]=1)(=O)=O.[N-:27]=[N+:28]=[N-:29].[Na+].O. The catalyst is CN(C)C=O. The product is [N:27]([CH2:6][CH2:7][NH:8][C:9]1[C:13]([C:14]2[N:18]([CH2:19][C:20]3[O:21][CH:22]=[C:23]([Br:25])[CH:24]=3)[C:17](=[O:26])[O:16][N:15]=2)=[N:12][O:11][N:10]=1)=[N+:28]=[N-:29]. The yield is 0.960.